Dataset: Full USPTO retrosynthesis dataset with 1.9M reactions from patents (1976-2016). Task: Predict the reactants needed to synthesize the given product. Given the product [C:23]([O:27][C:28]([N:30]1[CH2:36][CH2:35][C:34]2[CH:37]=[CH:38][C:39]([NH:41][C:2]3[N:22]=[C:5]4[CH:6]=[CH:7][CH:8]=[C:9]([C:10]5[CH:15]=[C:14]([C:16]([F:19])([F:18])[F:17])[CH:13]=[CH:12][C:11]=5[O:20][CH3:21])[N:4]4[N:3]=3)=[CH:40][C:33]=2[CH2:32][CH2:31]1)=[O:29])([CH3:26])([CH3:24])[CH3:25], predict the reactants needed to synthesize it. The reactants are: Cl[C:2]1[N:22]=[C:5]2[CH:6]=[CH:7][CH:8]=[C:9]([C:10]3[CH:15]=[C:14]([C:16]([F:19])([F:18])[F:17])[CH:13]=[CH:12][C:11]=3[O:20][CH3:21])[N:4]2[N:3]=1.[C:23]([O:27][C:28]([N:30]1[CH2:36][CH2:35][C:34]2[CH:37]=[CH:38][C:39]([NH2:41])=[CH:40][C:33]=2[CH2:32][CH2:31]1)=[O:29])([CH3:26])([CH3:25])[CH3:24].